From a dataset of Full USPTO retrosynthesis dataset with 1.9M reactions from patents (1976-2016). Predict the reactants needed to synthesize the given product. (1) Given the product [CH2:1]([N:3]([CH2:4][C:5]1[CH:10]=[CH:9][C:8]([O:11][CH:12]2[CH2:13][CH:14]3[N:19]([CH3:20])[CH:17]([CH2:16][CH2:15]3)[CH2:18]2)=[C:7]([F:21])[CH:6]=1)[C:23]1[CH:28]=[C:27]([OH:29])[CH:26]=[CH:25][C:24]=1[CH:31]1[CH2:40][CH2:39][C:38]2[CH:37]=[C:36]([OH:41])[CH:35]=[CH:34][C:33]=2[CH2:32]1)[CH3:2], predict the reactants needed to synthesize it. The reactants are: [CH2:1]([N:3]([C:23]1[CH:28]=[C:27]([O:29]C)[CH:26]=[CH:25][C:24]=1[CH:31]1[CH2:40][CH2:39][C:38]2[C:33](=[CH:34][CH:35]=[C:36]([O:41]C)[CH:37]=2)[CH2:32]1)[C:4](=O)[C:5]1[CH:10]=[CH:9][C:8]([O:11][CH:12]2[CH2:18][CH:17]3[N:19]([CH3:20])[CH:14]([CH2:15][CH2:16]3)[CH2:13]2)=[C:7]([F:21])[CH:6]=1)[CH3:2].C(N(CC1C=CC(OC2CC3N(C)C(CC3)C2)=C(F)C=1)C1C=C(OC)C=CC=1C1CCC2C(=CC=C(OC)C=2)C1)C. (2) The reactants are: [CH:1]([O:4][C:5](=[O:15])[C@@H:6]([CH2:8][C:9]([O:11][CH:12]([CH3:14])[CH3:13])=[O:10])[OH:7])([CH3:3])[CH3:2].C[Si]([N-][Si](C)(C)C)(C)C.[Li+].[CH2:26](Br)[C:27]1[CH:32]=[CH:31][CH:30]=[CH:29][CH:28]=1.[NH4+].[Cl-]. Given the product [CH2:26]([C@@H:8]([C@@H:6]([OH:7])[C:5]([O:4][CH:1]([CH3:2])[CH3:3])=[O:15])[C:9]([O:11][CH:12]([CH3:14])[CH3:13])=[O:10])[C:27]1[CH:32]=[CH:31][CH:30]=[CH:29][CH:28]=1, predict the reactants needed to synthesize it. (3) Given the product [F:1][C:2]1[CH:3]=[CH:4][C:5]([CH3:36])=[C:6]([CH:35]=1)[O:7][CH2:8][C:9]1[C:10]([C:23]2[CH:28]=[CH:27][C:26]([OH:29])=[CH:25][C:24]=2[O:33][CH3:34])=[CH:11][CH:12]=[C:13]2[C:18]=1[N:17]([CH3:19])[C:16](=[O:20])[C:15]([CH3:22])([CH3:21])[NH:14]2, predict the reactants needed to synthesize it. The reactants are: [F:1][C:2]1[CH:3]=[CH:4][C:5]([CH3:36])=[C:6]([CH:35]=1)[O:7][CH2:8][C:9]1[C:10]([C:23]2[CH:28]=[CH:27][C:26]([O:29]COC)=[CH:25][C:24]=2[O:33][CH3:34])=[CH:11][CH:12]=[C:13]2[C:18]=1[N:17]([CH3:19])[C:16](=[O:20])[C:15]([CH3:22])([CH3:21])[NH:14]2.Cl.O1CCOCC1. (4) Given the product [CH2:41]([O:40][C:38]([C:37]1[CH:48]=[C:33]([CH:34]=[CH:35][C:36]=1[NH:49][C:50](=[O:55])[C:51]([F:54])([F:53])[F:52])[C:31]([C:24]1[N:25]2[C:30]([CH:29]=[CH:28][CH:27]=[CH:26]2)=[C:22]([NH:21][C:19]([C:18]2[CH:17]=[C:16]([CH:59]=[CH:58][CH:57]=2)[O:15][CH2:14][C:13]([OH:60])=[O:12])=[O:20])[C:23]=1[CH3:56])=[O:32])=[O:39])[C:42]1[CH:47]=[CH:46][CH:45]=[CH:44][CH:43]=1, predict the reactants needed to synthesize it. The reactants are: FC(F)(F)C(O)=O.C([O:12][C:13](=[O:60])[CH2:14][O:15][C:16]1[CH:17]=[C:18]([CH:57]=[CH:58][CH:59]=1)[C:19]([NH:21][C:22]1[C:23]([CH3:56])=[C:24]([C:31]([C:33]2[CH:34]=[CH:35][C:36]([NH:49][C:50](=[O:55])[C:51]([F:54])([F:53])[F:52])=[C:37]([CH:48]=2)[C:38]([O:40][CH2:41][C:42]2[CH:47]=[CH:46][CH:45]=[CH:44][CH:43]=2)=[O:39])=[O:32])[N:25]2[C:30]=1[CH:29]=[CH:28][CH:27]=[CH:26]2)=[O:20])(C)(C)C.C(OCC)C. (5) Given the product [N:24]1([C:30]([NH:2][C@@H:3]([CH2:7][Si:8]([CH3:11])([CH3:10])[CH3:9])[C:4]([OH:6])=[O:5])=[O:31])[CH2:29][CH2:28][O:27][CH2:26][CH2:25]1.[N:24]1([C:33]([OH:35])=[O:34])[CH2:29][CH2:28][O:27][CH2:26][CH2:25]1, predict the reactants needed to synthesize it. The reactants are: Br.[NH2:2][C@@H:3]([CH2:7][Si:8]([CH3:11])([CH3:10])[CH3:9])[C:4]([OH:6])=[O:5].CN([Si](C)(C)C)C(=O)C(F)(F)F.[N:24]1([C:30](Cl)=[O:31])[CH2:29][CH2:28][O:27][CH2:26][CH2:25]1.[C:33](=[O:35])=[O:34]. (6) Given the product [F:1][C:2]1[CH:7]=[CH:6][C:5]([NH2:13])=[CH:4][C:3]=1[F:11], predict the reactants needed to synthesize it. The reactants are: [F:1][C:2]1[CH:7]=[CH:6][CH:5]=[C:4]([N+]([O-])=O)[C:3]=1[F:11].[Cl-].[NH4+:13]. (7) Given the product [Br:1][C:27]1[N:14]2[C:15](=[O:26])[N:16]([C:19]3[CH:20]=[CH:21][C:22]([F:25])=[CH:23][CH:24]=3)[CH:17]=[CH:18][C:13]2=[N:12][C:11]=1[CH2:10][Cl:9], predict the reactants needed to synthesize it. The reactants are: [Br:1]N1C(=O)CCC1=O.[Cl:9][CH2:10][C:11]1[N:12]=[C:13]2[CH:18]=[CH:17][N:16]([C:19]3[CH:24]=[CH:23][C:22]([F:25])=[CH:21][CH:20]=3)[C:15](=[O:26])[N:14]2[CH:27]=1.C(OOC(=O)C1C=CC=CC=1)(=O)C1C=CC=CC=1. (8) Given the product [Cl:1][C:2]1[CH:3]=[C:4]([C:12]2[S:16][N:15]=[C:14]([C:17]3[C:18]([CH2:26][CH3:27])=[C:19]([CH2:23][CH2:24][N:34]4[CH2:42][CH2:41][CH2:40][C@H:35]4[C:36]([OH:38])=[O:37])[CH:20]=[CH:21][CH:22]=3)[N:13]=2)[CH:5]=[CH:6][C:7]=1[O:8][CH:9]([CH3:11])[CH3:10], predict the reactants needed to synthesize it. The reactants are: [Cl:1][C:2]1[CH:3]=[C:4]([C:12]2[S:16][N:15]=[C:14]([C:17]3[C:18]([CH2:26][CH3:27])=[C:19]([CH2:23][CH:24]=O)[CH:20]=[CH:21][CH:22]=3)[N:13]=2)[CH:5]=[CH:6][C:7]=1[O:8][CH:9]([CH3:11])[CH3:10].C([O-])(=O)C.[Na+].Cl.[NH:34]1[CH2:42][CH2:41][CH2:40][C@H:35]1[C:36]([O:38]C)=[O:37].C(O[BH-](OC(=O)C)OC(=O)C)(=O)C.[Na+].[OH-].[Na+]. (9) Given the product [O:1]1[CH:5]=[CH:4][CH:3]=[C:2]1[CH2:6][NH:7][S:8]([C:11]1[CH:12]=[C:13]([CH:17]=[CH:18][C:19]([NH:38][OH:35])=[O:21])[CH:14]=[CH:15][CH:16]=1)(=[O:10])=[O:9], predict the reactants needed to synthesize it. The reactants are: [O:1]1[CH:5]=[CH:4][CH:3]=[C:2]1[CH2:6][NH:7][S:8]([C:11]1[CH:12]=[C:13]([CH:17]=[CH:18][C:19]([OH:21])=O)[CH:14]=[CH:15][CH:16]=1)(=[O:10])=[O:9].C(OC(Cl)=O)C.C(N(CC)CC)C.[OH-:35].[K+].Cl.[NH2:38]O.